This data is from Full USPTO retrosynthesis dataset with 1.9M reactions from patents (1976-2016). The task is: Predict the reactants needed to synthesize the given product. (1) Given the product [OH:14][CH2:13][C:9]1[CH:8]=[C:7]([S:6][C:16]2[CH:17]=[CH:18][C:19]([C:22]#[N:23])=[N:20][CH:21]=2)[CH:12]=[CH:11][CH:10]=1, predict the reactants needed to synthesize it. The reactants are: C([O-])(O)=O.[Na+].[SH:6][C:7]1[CH:8]=[C:9]([CH2:13][OH:14])[CH:10]=[CH:11][CH:12]=1.Br[C:16]1[CH:17]=[CH:18][C:19]([C:22]#[N:23])=[N:20][CH:21]=1. (2) Given the product [ClH:1].[ClH:1].[ClH:1].[NH2:15][CH2:16][CH2:17][N:18]1[CH2:19][CH:20]2[O:26][CH:24]([CH2:23][N:22]([CH2:27][CH2:28][O:29][C:30]3[CH:31]=[CH:32][C:33]([C:36]#[N:37])=[CH:34][CH:35]=3)[CH2:21]2)[CH2:25]1, predict the reactants needed to synthesize it. The reactants are: [ClH:1].CC(CC(O)=O)=O.C(OC(=O)[NH:15][CH2:16][CH2:17][N:18]1[CH2:25][CH:24]2[O:26][CH:20]([CH2:21][N:22]([CH2:27][CH2:28][O:29][C:30]3[CH:35]=[CH:34][C:33]([C:36]#[N:37])=[CH:32][CH:31]=3)[CH2:23]2)[CH2:19]1)(C)(C)C. (3) Given the product [N:3]1([CH:8]2[CH2:16][C:15]3[C:10](=[CH:11][CH:12]=[C:13]([O:17][C:19]4[N:24]=[CH:23][C:22]([C:25]([NH2:27])=[O:26])=[CH:21][CH:20]=4)[CH:14]=3)[CH2:9]2)[CH2:7][CH2:6][CH2:5][CH2:4]1, predict the reactants needed to synthesize it. The reactants are: [H-].[Na+].[N:3]1([CH:8]2[CH2:16][C:15]3[C:10](=[CH:11][CH:12]=[C:13]([OH:17])[CH:14]=3)[CH2:9]2)[CH2:7][CH2:6][CH2:5][CH2:4]1.Cl[C:19]1[N:24]=[CH:23][C:22]([C:25]([NH2:27])=[O:26])=[CH:21][CH:20]=1. (4) The reactants are: [C:1]([C:5]1[CH:6]=[C:7]([NH:11][C:12]2[C:17]([F:18])=[CH:16][N:15]=[C:14]([NH:19][C:20]3[CH:21]=[CH:22][C:23]4[O:27][C:26]([C:28](OC)=[O:29])=[CH:25][C:24]=4[CH:32]=3)[N:13]=2)[CH:8]=[CH:9][CH:10]=1)([CH3:4])([CH3:3])[CH3:2].Cl.[CH3:34][NH2:35]. Given the product [C:1]([C:5]1[CH:6]=[C:7]([NH:11][C:12]2[C:17]([F:18])=[CH:16][N:15]=[C:14]([NH:19][C:20]3[CH:21]=[CH:22][C:23]4[O:27][C:26]([C:28]([NH:35][CH3:34])=[O:29])=[CH:25][C:24]=4[CH:32]=3)[N:13]=2)[CH:8]=[CH:9][CH:10]=1)([CH3:2])([CH3:4])[CH3:3], predict the reactants needed to synthesize it. (5) The reactants are: [CH3:1][O:2][C:3]1[CH:8]=[CH:7][CH:6]=[C:5]([O:9][CH3:10])[C:4]=1[C:11]([N:13]1[CH2:20][CH:19]2[CH:15]([CH2:16][NH:17][CH2:18]2)[CH2:14]1)=[O:12].Cl[C:22]1[O:23][C:24]2[CH:30]=[CH:29][CH:28]=[CH:27][C:25]=2[N:26]=1. Given the product [O:23]1[C:24]2[CH:30]=[CH:29][CH:28]=[CH:27][C:25]=2[N:26]=[C:22]1[N:17]1[CH2:16][CH:15]2[CH2:14][N:13]([C:11]([C:4]3[C:3]([O:2][CH3:1])=[CH:8][CH:7]=[CH:6][C:5]=3[O:9][CH3:10])=[O:12])[CH2:20][CH:19]2[CH2:18]1, predict the reactants needed to synthesize it. (6) Given the product [C:1]([O:5][N:6]=[C:7]1[C:16]2[C:11](=[CH:12][C:13](/[CH:30]=[CH:31]/[C:32]3[CH:37]=[CH:36][CH:35]=[CH:34][CH:33]=3)=[CH:14][CH:15]=2)[O:10][C:9]([C:18]2[N:19]=[CH:20][C:21]3[C:26]([CH:27]=2)=[CH:25][CH:24]=[CH:23][CH:22]=3)=[CH:8]1)([CH3:4])([CH3:3])[CH3:2], predict the reactants needed to synthesize it. The reactants are: [C:1]([O:5][N:6]=[C:7]1[C:16]2[C:11](=[CH:12][C:13](Br)=[CH:14][CH:15]=2)[O:10][C:9]([C:18]2[N:19]=[CH:20][C:21]3[C:26]([CH:27]=2)=[CH:25][CH:24]=[CH:23][CH:22]=3)=[CH:8]1)([CH3:4])([CH3:3])[CH3:2].[F-].[Cs+].[CH:30](/B(O)O)=[CH:31]\[C:32]1[CH:37]=[CH:36][CH:35]=[CH:34][CH:33]=1. (7) Given the product [CH2:2]1[C@H:3]2[C@H:1]([CH2:6][C:5](=[O:14])[CH2:4]2)[CH2:11][C:16]21[O:19][CH2:20][CH2:21][O:18]2, predict the reactants needed to synthesize it. The reactants are: [C:1]1([CH3:11])[CH:6]=[CH:5][C:4](S(O)(=O)=O)=[CH:3][CH:2]=1.C(O)C[OH:14].[C:16]([O:19][CH2:20][CH3:21])(=[O:18])C.CCCCCC.